This data is from NCI-60 drug combinations with 297,098 pairs across 59 cell lines. The task is: Regression. Given two drug SMILES strings and cell line genomic features, predict the synergy score measuring deviation from expected non-interaction effect. (1) Drug 1: C(CN)CNCCSP(=O)(O)O. Drug 2: CC1C(C(CC(O1)OC2CC(CC3=C2C(=C4C(=C3O)C(=O)C5=C(C4=O)C(=CC=C5)OC)O)(C(=O)CO)O)N)O.Cl. Cell line: SNB-19. Synergy scores: CSS=36.5, Synergy_ZIP=0.697, Synergy_Bliss=-0.974, Synergy_Loewe=-38.5, Synergy_HSA=-1.96. (2) Drug 1: CC1=C2C(C(=O)C3(C(CC4C(C3C(C(C2(C)C)(CC1OC(=O)C(C(C5=CC=CC=C5)NC(=O)OC(C)(C)C)O)O)OC(=O)C6=CC=CC=C6)(CO4)OC(=O)C)OC)C)OC. Drug 2: C1=NC2=C(N1)C(=S)N=C(N2)N. Cell line: U251. Synergy scores: CSS=28.3, Synergy_ZIP=-16.3, Synergy_Bliss=-21.4, Synergy_Loewe=-30.7, Synergy_HSA=-15.9. (3) Drug 1: C1C(C(OC1N2C=C(C(=O)NC2=O)F)CO)O. Drug 2: C1CCC(C(C1)N)N.C(=O)(C(=O)[O-])[O-].[Pt+4]. Cell line: U251. Synergy scores: CSS=37.8, Synergy_ZIP=-11.2, Synergy_Bliss=-5.85, Synergy_Loewe=-29.0, Synergy_HSA=-2.74.